Dataset: Reaction yield outcomes from USPTO patents with 853,638 reactions. Task: Predict the reaction yield, written as a fraction of the theoretical maximum amount of product (1.0 means a 100% yield; for example, 0.34 means a 34% yield). The reactants are [N:1]1([C:8]([C:10]2[CH:16]=[CH:15][C:13]([NH2:14])=[CH:12][C:11]=2[Cl:17])=[O:9])[CH2:7][CH2:6][CH2:5][CH2:4][CH2:3][CH2:2]1.Cl.Cl[C:20]1[C:29]2[C:24](=[CH:25][CH:26]=[CH:27][C:28]=2[F:30])[N:23]=[CH:22][N:21]=1. The catalyst is CC(O)C. The product is [ClH:17].[N:1]1([C:8]([C:10]2[CH:16]=[CH:15][C:13]([NH:14][C:20]3[C:29]4[C:24](=[CH:25][CH:26]=[CH:27][C:28]=4[F:30])[N:23]=[CH:22][N:21]=3)=[CH:12][C:11]=2[Cl:17])=[O:9])[CH2:2][CH2:3][CH2:4][CH2:5][CH2:6][CH2:7]1. The yield is 1.00.